Dataset: Forward reaction prediction with 1.9M reactions from USPTO patents (1976-2016). Task: Predict the product of the given reaction. Given the reactants CS([C:5]1[N:10]=[CH:9][C:8]([C:11]2[O:15][C:14]([C:16]3[CH:21]=[CH:20][N:19]=[CH:18][CH:17]=3)=[C:13]([C:22]3[CH:23]=[C:24]4[C:28](=[CH:29][CH:30]=3)[C:27](=[O:31])[CH2:26][CH2:25]4)[CH:12]=2)=[CH:7][N:6]=1)(=O)=O.[CH3:32][N:33]([CH3:37])[CH2:34][CH2:35][NH2:36], predict the reaction product. The product is: [CH3:32][N:33]([CH3:37])[CH2:34][CH2:35][NH:36][C:5]1[N:10]=[CH:9][C:8]([C:11]2[O:15][C:14]([C:16]3[CH:17]=[CH:18][N:19]=[CH:20][CH:21]=3)=[C:13]([C:22]3[CH:23]=[C:24]4[C:28](=[CH:29][CH:30]=3)[C:27](=[O:31])[CH2:26][CH2:25]4)[CH:12]=2)=[CH:7][N:6]=1.